From a dataset of Full USPTO retrosynthesis dataset with 1.9M reactions from patents (1976-2016). Predict the reactants needed to synthesize the given product. (1) Given the product [CH3:34][C:33]([N:11]1[C:10]([C:7]2[CH:6]=[CH:5][C:4]([N+:1]([O-:3])=[O:2])=[CH:9][CH:8]=2)=[CH:14][CH:13]=[N:12]1)([CH3:36])[CH3:35], predict the reactants needed to synthesize it. The reactants are: [N+:1]([C:4]1[CH:9]=[CH:8][C:7]([C:10]2[C:14](B3OC(C)(C)C(C)(C)O3)=[CH:13][N:12](CC(OC(C)(C)C)=O)[N:11]=2)=[CH:6][CH:5]=1)([O-:3])=[O:2].Cl.[C:33](NN)([CH3:36])([CH3:35])[CH3:34]. (2) Given the product [CH3:1][O:2][C:3](=[O:24])[C:4]1[CH:9]=[CH:8][C:7]([NH:10][CH2:11][CH2:12][NH:13][C:14]([O:16][C:17]([CH3:18])([CH3:20])[CH3:19])=[O:15])=[C:6]([NH2:21])[CH:5]=1, predict the reactants needed to synthesize it. The reactants are: [CH3:1][O:2][C:3](=[O:24])[C:4]1[CH:9]=[CH:8][C:7]([NH:10][CH2:11][CH2:12][NH:13][C:14]([O:16][C:17]([CH3:20])([CH3:19])[CH3:18])=[O:15])=[C:6]([N+:21]([O-])=O)[CH:5]=1. (3) Given the product [OH:1][C@:2]1([C:30]([F:35])([F:36])[C:31]([F:32])([F:33])[F:34])[C@:18]2([CH3:19])[C@H:5]([C@H:6]3[C:15]([C@@H:16]([C:20]4[CH:21]=[CH:22][C:23]([CH:26]([O:28][C:46](=[O:47])[C@H:45]([NH:44][C:42]([O:41][C:37]([CH3:40])([CH3:39])[CH3:38])=[O:43])[CH3:49])[CH3:27])=[CH:24][CH:25]=4)[CH2:17]2)=[C:14]2[C:9](=[CH:10][C:11](=[O:29])[CH2:12][CH2:13]2)[CH2:8][CH2:7]3)[CH2:4][CH2:3]1, predict the reactants needed to synthesize it. The reactants are: [OH:1][C@:2]1([C:30]([F:36])([F:35])[C:31]([F:34])([F:33])[F:32])[C@:18]2([CH3:19])[C@H:5]([C@H:6]3[C:15]([C@@H:16]([C:20]4[CH:25]=[CH:24][C:23]([CH:26]([OH:28])[CH3:27])=[CH:22][CH:21]=4)[CH2:17]2)=[C:14]2[C:9](=[CH:10][C:11](=[O:29])[CH2:12][CH2:13]2)[CH2:8][CH2:7]3)[CH2:4][CH2:3]1.[C:37]([O:41][C:42]([NH:44][C@H:45]([CH3:49])[C:46](O)=[O:47])=[O:43])([CH3:40])([CH3:39])[CH3:38]. (4) Given the product [C:10]([NH:7][C:6]1[CH:8]=[CH:9][C:3]([C:1]#[CH:2])=[CH:4][CH:5]=1)(=[O:12])[CH3:11], predict the reactants needed to synthesize it. The reactants are: [C:1]([C:3]1[CH:9]=[CH:8][C:6]([NH2:7])=[CH:5][CH:4]=1)#[CH:2].[C:10](OC(=O)C)(=[O:12])[CH3:11]. (5) Given the product [C:7]([OH:20])(=[O:19])[CH:8]=[CH2:9].[NH2:1][C:2]([O:4][CH2:5][CH3:6])=[O:3], predict the reactants needed to synthesize it. The reactants are: [NH2:1][C:2]([O:4][CH2:5][CH3:6])=[O:3].[C:7]([O-:20])(=[O:19])[CH2:8][CH2:9]CCCCCCCCC.[C:7]([O-:20])(=[O:19])[CH2:8][CH2:9]CCCCCCCCC.C([Sn+2]CCCC)CCC.COC1C=CC(O)=CC=1.C(OCCO)(=O)C=C.